Dataset: hERG potassium channel inhibition data for cardiac toxicity prediction from Karim et al.. Task: Regression/Classification. Given a drug SMILES string, predict its toxicity properties. Task type varies by dataset: regression for continuous values (e.g., LD50, hERG inhibition percentage) or binary classification for toxic/non-toxic outcomes (e.g., AMES mutagenicity, cardiotoxicity, hepatotoxicity). Dataset: herg_karim. (1) The drug is CN1CCC[C@H]1Cn1nc(Cc2ccc(Cl)cc2)c2cccnc2c1=O. The result is 1 (blocker). (2) The drug is COc1ccc2nc(Cc3ccc(Oc4ccccc4)cc3)[nH]c2c1. The result is 1 (blocker). (3) The molecule is O=C(CC1CCN(Cc2ccn(-c3ccc(C(F)(F)F)cc3)c2)CC1)NCC1(O)CCCCC1. The result is 1 (blocker). (4) The drug is CN(O)C(=O)c1cc2c(CN3CCC[C@H]3C(N)=O)cn(Cc3ccc(F)cc3)c2cn1. The result is 0 (non-blocker). (5) The drug is C[C@H](Nc1nc(N)nc(N)c1Cl)c1nc2c(Cl)cc(F)cc2c(=O)n1-c1cc[nH]n1. The result is 0 (non-blocker). (6) The molecule is COc1ccc2ncc(F)c([C@@H](O)CC[C@@H]3CCN(C4CC(c5c(F)cccc5F)C4)C[C@@H]3C(=O)O)c2c1. The result is 0 (non-blocker). (7) The compound is COCCCc1cc(CN(C(=O)C2CNCCC2c2cc(=O)n(C)c(C)c2C)C2CC2)cc(OCCOC)c1. The result is 0 (non-blocker). (8) The result is 0 (non-blocker). The drug is O=C(c1ccc(C[C@@H]2CC[C@H]([C@H](O)c3ccccc3)N2)cc1)N1CCN(Cc2ncn(CC(F)(F)F)n2)CC1.